This data is from Full USPTO retrosynthesis dataset with 1.9M reactions from patents (1976-2016). The task is: Predict the reactants needed to synthesize the given product. (1) Given the product [F:1][C:2]1[CH:3]=[CH:4][C:5]([CH2:6][C:7]2[N:11]([CH2:31][C:32]([O:34][C:35]([CH3:38])([CH3:37])[CH3:36])=[O:33])[N:10]=[C:9]([C:12]3[N:13]=[N:14][N:15]([CH2:17][C:18]4[CH:23]=[CH:22][C:21]([O:24][CH3:25])=[CH:20][CH:19]=4)[CH:16]=3)[CH:8]=2)=[CH:26][CH:27]=1, predict the reactants needed to synthesize it. The reactants are: [F:1][C:2]1[CH:27]=[CH:26][C:5]([CH2:6][C:7]2[NH:11][N:10]=[C:9]([C:12]3[N:13]=[N:14][N:15]([CH2:17][C:18]4[CH:23]=[CH:22][C:21]([O:24][CH3:25])=[CH:20][CH:19]=4)[CH:16]=3)[CH:8]=2)=[CH:4][CH:3]=1.[H-].[Na+].Br[CH2:31][C:32]([O:34][C:35]([CH3:38])([CH3:37])[CH3:36])=[O:33]. (2) Given the product [C:5]([Cl:3])(=[O:28])[CH2:6][CH2:7][CH2:8][CH2:9][CH2:10][CH2:11][CH2:12][CH2:13][CH2:14][CH2:15][CH2:16][CH2:17][CH2:18][CH2:19][CH2:20][CH2:21][CH2:22][CH2:23][CH2:24][CH2:25][CH3:26], predict the reactants needed to synthesize it. The reactants are: S(Cl)([Cl:3])=O.[C:5]([OH:28])(=O)[CH2:6][CH2:7][CH2:8][CH2:9][CH2:10][CH2:11][CH2:12][CH2:13][CH2:14][CH2:15][CH2:16][CH2:17][CH2:18][CH2:19][CH2:20][CH2:21][CH2:22][CH2:23][CH2:24][CH2:25][CH3:26].